This data is from Forward reaction prediction with 1.9M reactions from USPTO patents (1976-2016). The task is: Predict the product of the given reaction. Given the reactants [Br:1][C:2]1[CH:3]=[C:4]([CH2:8]O)[CH:5]=[N:6][CH:7]=1.Br.[C:11]1([P:17]([C:24]2[CH:29]=[CH:28][CH:27]=[CH:26][CH:25]=2)[C:18]2[CH:23]=[CH:22][CH:21]=[CH:20][CH:19]=2)[CH:16]=[CH:15][CH:14]=[CH:13][CH:12]=1, predict the reaction product. The product is: [Br-:1].[Br:1][C:2]1[CH:7]=[N:6][CH:5]=[C:4]([CH2:8][PH:17]([C:18]2[CH:19]=[CH:20][CH:21]=[CH:22][CH:23]=2)([C:24]2[CH:29]=[CH:28][CH:27]=[CH:26][CH:25]=2)[C:11]2[CH:12]=[CH:13][CH:14]=[CH:15][CH:16]=2)[CH:3]=1.